Dataset: NCI-60 drug combinations with 297,098 pairs across 59 cell lines. Task: Regression. Given two drug SMILES strings and cell line genomic features, predict the synergy score measuring deviation from expected non-interaction effect. (1) Drug 1: C1CCC(C1)C(CC#N)N2C=C(C=N2)C3=C4C=CNC4=NC=N3. Drug 2: CC(C1=C(C=CC(=C1Cl)F)Cl)OC2=C(N=CC(=C2)C3=CN(N=C3)C4CCNCC4)N. Cell line: SK-MEL-28. Synergy scores: CSS=-0.751, Synergy_ZIP=2.88, Synergy_Bliss=5.03, Synergy_Loewe=-4.40, Synergy_HSA=-0.947. (2) Drug 1: CC12CCC3C(C1CCC2=O)CC(=C)C4=CC(=O)C=CC34C. Drug 2: CN(CC1=CN=C2C(=N1)C(=NC(=N2)N)N)C3=CC=C(C=C3)C(=O)NC(CCC(=O)O)C(=O)O. Cell line: MALME-3M. Synergy scores: CSS=33.4, Synergy_ZIP=-0.714, Synergy_Bliss=1.91, Synergy_Loewe=-4.32, Synergy_HSA=-0.249. (3) Drug 1: CC1=C(C(=O)C2=C(C1=O)N3CC4C(C3(C2COC(=O)N)OC)N4)N. Drug 2: C1C(C(OC1N2C=NC3=C2NC=NCC3O)CO)O. Cell line: MALME-3M. Synergy scores: CSS=-5.16, Synergy_ZIP=4.65, Synergy_Bliss=2.92, Synergy_Loewe=-5.44, Synergy_HSA=-5.25. (4) Drug 1: CCCS(=O)(=O)NC1=C(C(=C(C=C1)F)C(=O)C2=CNC3=C2C=C(C=N3)C4=CC=C(C=C4)Cl)F. Drug 2: CC1=C2C(C(=O)C3(C(CC4C(C3C(C(C2(C)C)(CC1OC(=O)C(C(C5=CC=CC=C5)NC(=O)OC(C)(C)C)O)O)OC(=O)C6=CC=CC=C6)(CO4)OC(=O)C)O)C)O. Cell line: SK-OV-3. Synergy scores: CSS=46.1, Synergy_ZIP=4.63, Synergy_Bliss=4.64, Synergy_Loewe=-39.2, Synergy_HSA=4.17. (5) Drug 1: CCC1(CC2CC(C3=C(CCN(C2)C1)C4=CC=CC=C4N3)(C5=C(C=C6C(=C5)C78CCN9C7C(C=CC9)(C(C(C8N6C=O)(C(=O)OC)O)OC(=O)C)CC)OC)C(=O)OC)O.OS(=O)(=O)O. Drug 2: CC(C)CN1C=NC2=C1C3=CC=CC=C3N=C2N. Cell line: HT29. Synergy scores: CSS=13.2, Synergy_ZIP=-4.00, Synergy_Bliss=-6.67, Synergy_Loewe=-0.264, Synergy_HSA=-5.30. (6) Drug 1: CS(=O)(=O)CCNCC1=CC=C(O1)C2=CC3=C(C=C2)N=CN=C3NC4=CC(=C(C=C4)OCC5=CC(=CC=C5)F)Cl. Drug 2: CN(CC1=CN=C2C(=N1)C(=NC(=N2)N)N)C3=CC=C(C=C3)C(=O)NC(CCC(=O)O)C(=O)O. Cell line: MDA-MB-231. Synergy scores: CSS=2.72, Synergy_ZIP=-0.917, Synergy_Bliss=-0.622, Synergy_Loewe=-0.732, Synergy_HSA=-0.936. (7) Drug 1: CN(C)N=NC1=C(NC=N1)C(=O)N. Drug 2: CC(C1=C(C=CC(=C1Cl)F)Cl)OC2=C(N=CC(=C2)C3=CN(N=C3)C4CCNCC4)N. Cell line: SR. Synergy scores: CSS=30.9, Synergy_ZIP=-6.07, Synergy_Bliss=-9.09, Synergy_Loewe=-44.1, Synergy_HSA=-10.6. (8) Drug 1: CNC(=O)C1=CC=CC=C1SC2=CC3=C(C=C2)C(=NN3)C=CC4=CC=CC=N4. Drug 2: C1=CC(=CC=C1CCCC(=O)O)N(CCCl)CCCl. Cell line: MOLT-4. Synergy scores: CSS=68.9, Synergy_ZIP=2.50, Synergy_Bliss=5.29, Synergy_Loewe=6.28, Synergy_HSA=7.99. (9) Cell line: HCC-2998. Drug 2: CC1=C(C(CCC1)(C)C)C=CC(=CC=CC(=CC(=O)O)C)C. Synergy scores: CSS=30.0, Synergy_ZIP=1.01, Synergy_Bliss=0.806, Synergy_Loewe=-16.4, Synergy_HSA=-0.387. Drug 1: C1=NC2=C(N1)C(=S)N=C(N2)N. (10) Drug 1: CCC1=CC2CC(C3=C(CN(C2)C1)C4=CC=CC=C4N3)(C5=C(C=C6C(=C5)C78CCN9C7C(C=CC9)(C(C(C8N6C)(C(=O)OC)O)OC(=O)C)CC)OC)C(=O)OC.C(C(C(=O)O)O)(C(=O)O)O. Drug 2: C1=CC(=CC=C1CC(C(=O)O)N)N(CCCl)CCCl.Cl. Cell line: CCRF-CEM. Synergy scores: CSS=74.9, Synergy_ZIP=1.99, Synergy_Bliss=0.610, Synergy_Loewe=-5.72, Synergy_HSA=1.37.